This data is from Forward reaction prediction with 1.9M reactions from USPTO patents (1976-2016). The task is: Predict the product of the given reaction. (1) Given the reactants [N:1]1[CH:6]=[CH:5][C:4](B(O)O)=[CH:3][CH:2]=1.I[C:11]1[CH:16]=[CH:15][C:14]([N+:17]([O-:19])=[O:18])=[CH:13][CH:12]=1.C([O-])([O-])=O.[Na+].[Na+].CCOC(C)=O, predict the reaction product. The product is: [N+:17]([C:14]1[CH:15]=[CH:16][C:11]([C:4]2[CH:5]=[CH:6][N:1]=[CH:2][CH:3]=2)=[CH:12][CH:13]=1)([O-:19])=[O:18]. (2) Given the reactants [Cl:1][C:2]1[CH:7]=[CH:6][C:5]([CH2:8][N:9]2[C:17](=[O:18])[C:16]3[C:11](=[CH:12][CH:13]=[CH:14][CH:15]=3)[C:10]2=[O:19])=[CH:4][C:3]=1[O:20]C.B(Br)(Br)Br.CC[O:28]C(C)=O, predict the reaction product. The product is: [Cl:1][C:2]1[CH:7]=[CH:6][C:5]([CH2:8][NH:9][C:17]([C:16]2[CH:15]=[CH:14][CH:13]=[CH:12][C:11]=2[C:10]([OH:28])=[O:19])=[O:18])=[CH:4][C:3]=1[OH:20]. (3) Given the reactants [CH3:1][C:2]1[C:6]([CH3:7])=[C:5]([NH2:8])[O:4][N:3]=1.[O:9]1[CH:13]=[CH:12][CH:11]=[C:10]1[S:14](Cl)(=[O:16])=[O:15].[OH-].[Na+], predict the reaction product. The product is: [CH3:1][C:2]1[C:6]([CH3:7])=[C:5]([NH:8][S:14]([C:10]2[O:9][CH:13]=[CH:12][CH:11]=2)(=[O:16])=[O:15])[O:4][N:3]=1.